From a dataset of Full USPTO retrosynthesis dataset with 1.9M reactions from patents (1976-2016). Predict the reactants needed to synthesize the given product. Given the product [Cl:1][C:2]1[C:3]([NH:15][CH:16]2[CH2:26][CH2:25][C:19]3([CH2:24][CH2:23][N:22]([S:35]([CH3:34])(=[O:37])=[O:36])[CH2:21][CH2:20]3)[CH2:18][CH2:17]2)=[N:4][C:5]([NH:8][C:9]2[CH:10]=[N:11][N:12]([CH3:14])[CH:13]=2)=[N:6][CH:7]=1, predict the reactants needed to synthesize it. The reactants are: [Cl:1][C:2]1[C:3]([NH:15][CH:16]2[CH2:26][CH2:25][C:19]3([CH2:24][CH2:23][NH:22][CH2:21][CH2:20]3)[CH2:18][CH2:17]2)=[N:4][C:5]([NH:8][C:9]2[CH:10]=[N:11][N:12]([CH3:14])[CH:13]=2)=[N:6][CH:7]=1.CCN(CC)CC.[CH3:34][S:35](Cl)(=[O:37])=[O:36].